This data is from Reaction yield outcomes from USPTO patents with 853,638 reactions. The task is: Predict the reaction yield, written as a fraction of the theoretical maximum amount of product (1.0 means a 100% yield; for example, 0.34 means a 34% yield). (1) The reactants are [O:1]1[CH2:6][CH2:5][N:4]([C:7]2[N:12]=[C:11]([N:13]3[CH2:18][CH2:17][O:16][CH2:15][CH2:14]3)[N:10]=[C:9]([C:19]3[CH:24]=[CH:23][C:22]([CH2:25][C:26]([OH:28])=O)=[CH:21][CH:20]=3)[N:8]=2)[CH2:3][CH2:2]1.[NH2:29][C:30]1[CH:31]=[N:32][CH:33]=[CH:34][CH:35]=1. No catalyst specified. The product is [N:4]1([C:7]2[N:12]=[C:11]([N:13]3[CH2:18][CH2:17][O:16][CH2:15][CH2:14]3)[N:10]=[C:9]([C:19]3[CH:20]=[CH:21][C:22]([CH2:25][C:26]([NH:29][C:30]4[CH:31]=[N:32][CH:33]=[CH:34][CH:35]=4)=[O:28])=[CH:23][CH:24]=3)[N:8]=2)[CH2:5][CH2:6][O:1][CH2:2][CH2:3]1. The yield is 0.440. (2) The reactants are [N+:1]([C:4]1[CH:9]=[CH:8][C:7]([CH:10]([C:13](=O)[CH2:14][CH3:15])[C:11]#[N:12])=[CH:6][CH:5]=1)([O-:3])=[O:2].Cl.[NH2:18][C:19]([NH2:21])=[NH:20].[O-]CC.[K+]. The catalyst is C(OCC)(=O)C.C(O)C. The product is [CH2:14]([C:13]1[N:18]=[C:19]([NH2:21])[N:20]=[C:11]([NH2:12])[C:10]=1[C:7]1[CH:6]=[CH:5][C:4]([N+:1]([O-:3])=[O:2])=[CH:9][CH:8]=1)[CH3:15]. The yield is 0.270. (3) The reactants are [P:1]([O:19][C:20]([CH3:49])([CH3:48])[CH2:21][O:22][C:23]1[CH:28]=[CH:27][C:26]([N:29]2[C:34](=[O:35])[C:33]3[S:36][C:37]([C:39]4[CH:44]=[CH:43][C:42]([Cl:45])=[CH:41][CH:40]=4)=[CH:38][C:32]=3[N:31]=[CH:30]2)=[CH:25][C:24]=1[O:46][CH3:47])([O:11]CC1C=CC=CC=1)([O:3]CC1C=CC=CC=1)=[O:2]. The catalyst is C(O)(C(F)(F)F)=O.O.CO. The product is [P:1]([OH:11])([OH:3])([O:19][C:20]([CH3:49])([CH3:48])[CH2:21][O:22][C:23]1[CH:28]=[CH:27][C:26]([N:29]2[C:34](=[O:35])[C:33]3[S:36][C:37]([C:39]4[CH:44]=[CH:43][C:42]([Cl:45])=[CH:41][CH:40]=4)=[CH:38][C:32]=3[N:31]=[CH:30]2)=[CH:25][C:24]=1[O:46][CH3:47])=[O:2]. The yield is 0.480. (4) The yield is 0.550. The reactants are [Si:1]([N:8]1[C:11](=[O:12])[CH2:10][C@@H:9]1[C:13]([OH:15])=O)([C:4]([CH3:7])([CH3:6])[CH3:5])([CH3:3])[CH3:2].ClC(Cl)(OC(=O)OC(Cl)(Cl)Cl)Cl.CC1C=C(C)C=C(C)N=1.[F:37][C:38]1[CH:39]=[C:40]([C@:46]([C:55]2[CH:60]=[C:59]([O:61][C:62]([F:67])([F:66])[CH:63]([F:65])[F:64])[CH:58]=[C:57]([F:68])[CH:56]=2)([NH2:54])[CH2:47][C:48]2[CH:53]=[CH:52][CH:51]=[CH:50][CH:49]=2)[CH:41]=[CH:42][C:43]=1[O:44][CH3:45].C(N(CC)C(C)C)(C)C. The catalyst is C1COCC1.O. The product is [Si:1]([N:8]1[C:11](=[O:12])[CH2:10][C@@H:9]1[C:13]([NH:54][C@:46]([C:40]1[CH:41]=[CH:42][C:43]([O:44][CH3:45])=[C:38]([F:37])[CH:39]=1)([C:55]1[CH:60]=[C:59]([O:61][C:62]([F:67])([F:66])[CH:63]([F:65])[F:64])[CH:58]=[C:57]([F:68])[CH:56]=1)[CH2:47][C:48]1[CH:53]=[CH:52][CH:51]=[CH:50][CH:49]=1)=[O:15])([C:4]([CH3:5])([CH3:6])[CH3:7])([CH3:2])[CH3:3]. (5) The reactants are [NH2:1][C:2]1[CH:7]=[N:6][CH:5]=[CH:4][N:3]=1.C([Mg]Cl)(C)C.[CH3:13][O:14][C@@H:15]1[CH2:19][N:18]([C:20]([O:22][CH2:23][C:24]2[CH:29]=[CH:28][CH:27]=[CH:26][CH:25]=2)=[O:21])[C@H:17]([C:30](OC)=[O:31])[CH2:16]1. The catalyst is C1COCC1. The product is [CH3:13][O:14][C@@H:15]1[CH2:19][N:18]([C:20]([O:22][CH2:23][C:24]2[CH:29]=[CH:28][CH:27]=[CH:26][CH:25]=2)=[O:21])[C@H:17]([C:30](=[O:31])[NH:1][C:2]2[CH:7]=[N:6][CH:5]=[CH:4][N:3]=2)[CH2:16]1. The yield is 0.850. (6) The reactants are [CH3:1][O:2][C:3](=[O:15])[C:4]1[CH:9]=[CH:8][C:7](Br)=[C:6]([N+:11]([O-])=O)[C:5]=1[CH3:14].[NH:16]1[CH2:20][CH2:19][CH2:18][C:17]1=O.CNCCN. No catalyst specified. The product is [CH3:1][O:2][C:3]([C:4]1[CH:9]=[CH:8][C:7]2[N:16]3[CH2:20][CH2:19][CH2:18][C:17]3=[N:11][C:6]=2[C:5]=1[CH3:14])=[O:15]. The yield is 0.770.